This data is from Reaction yield outcomes from USPTO patents with 853,638 reactions. The task is: Predict the reaction yield, written as a fraction of the theoretical maximum amount of product (1.0 means a 100% yield; for example, 0.34 means a 34% yield). (1) The reactants are [CH3:1][S:2]([N:5]1[CH2:10][CH2:9][CH:8]([CH2:11][N:12]2[C:20]3[C:15](=[CH:16][C:17]([C:21]4[CH:22]=[N:23][N:24](C5CCCCO5)[CH:25]=4)=[CH:18][CH:19]=3)[CH:14]=[CH:13]2)[CH2:7][CH2:6]1)(=[O:4])=[O:3].O.C1(C)C=CC(S(O)(=O)=O)=CC=1. The catalyst is CO.ClCCl. The yield is 0.700. The product is [CH3:1][S:2]([N:5]1[CH2:6][CH2:7][CH:8]([CH2:11][N:12]2[C:20]3[C:15](=[CH:16][C:17]([C:21]4[CH:25]=[N:24][NH:23][CH:22]=4)=[CH:18][CH:19]=3)[CH:14]=[CH:13]2)[CH2:9][CH2:10]1)(=[O:4])=[O:3]. (2) The reactants are [CH2:1]=[C:2]1[C@H:19]2[C@@:14]([CH3:21])([CH2:15][CH2:16][C@H:17]([OH:20])[CH2:18]2)[C@H:13]2[C@@H:4]([C@@H:5]3[C@:9]([CH2:11][CH2:12]2)([CH3:10])[C@H:8]([OH:22])[C:7](=[CH:23][C:24]2[CH:29]=[CH:28][CH:27]=[CH:26][CH:25]=2)[CH2:6]3)[CH2:3]1.[C:30](OC(C)=O)([CH3:32])=[O:31].CCN([CH2:42][CH3:43])CC.C([O-])(O)=[O:45].[Na+]. The catalyst is C(Cl)Cl.CN(C1C=CN=CC=1)C. The product is [C:30]([O:20][C@H:17]1[CH2:16][CH2:15][C@:14]2([CH3:21])[C@H:19]([C:2](=[CH2:1])[CH2:3][C@H:4]3[C@H:13]2[CH2:12][CH2:11][C@:9]2([CH3:10])[C@@H:5]3[CH2:6][C:7](=[CH:23][C:24]3[CH:25]=[CH:26][CH:27]=[CH:28][CH:29]=3)[C@H:8]2[O:22][C:42](=[O:45])[CH3:43])[CH2:18]1)(=[O:31])[CH3:32]. The yield is 1.00. (3) The reactants are [O-]Cl.[Na+].C1(CCCC2C=C[N+]([O-:19])=CC=2)C=CC=CC=1.[CH2:20]1[C:28]2[C:23](=[CH:24][C:25]([O:29][CH3:30])=[CH:26][CH:27]=2)[CH:22]=[CH:21]1. The catalyst is C(Cl)Cl.O. The product is [CH3:30][O:29][C:25]1[CH:26]=[CH:27][C:28]2[CH2:20][C@@H:21]3[O:19][C@@H:22]3[C:23]=2[CH:24]=1. The yield is 0.970. (4) The reactants are Br[C:2]1[CH:3]=[C:4]2[C@:15]3([N:20]=[C:19]([NH2:21])[CH2:18][O:17][CH2:16]3)[C:14]3[CH:13]=[C:12]([Cl:22])[N:11]=[CH:10][C:9]=3[O:8][C:5]2=[CH:6][CH:7]=1.[F:23][C:24]1[C:29](B(O)O)=[CH:28][CH:27]=[CH:26][N:25]=1.P([O-])([O-])([O-])=O.[K+].[K+].[K+]. No catalyst specified. The product is [Cl:22][C:12]1[N:11]=[CH:10][C:9]2[O:8][C:5]3[C:4]([C@:15]4([N:20]=[C:19]([NH2:21])[CH2:18][O:17][CH2:16]4)[C:14]=2[CH:13]=1)=[CH:3][C:2]([C:29]1[C:24]([F:23])=[N:25][CH:26]=[CH:27][CH:28]=1)=[CH:7][CH:6]=3. The yield is 0.950. (5) The reactants are Br[C:2]1[CH:3]=[C:4]([CH:9]=[CH:10][CH:11]=1)[C:5]([O:7][CH3:8])=[O:6].[C-]#N.[K+].[C:15](#[N:17])[CH3:16]. The catalyst is C1OCCOCCOCCOCCOCCOC1. The product is [C:15]([CH2:16][C:2]1[CH:3]=[C:4]([CH:9]=[CH:10][CH:11]=1)[C:5]([O:7][CH3:8])=[O:6])#[N:17]. The yield is 0.910.